This data is from Forward reaction prediction with 1.9M reactions from USPTO patents (1976-2016). The task is: Predict the product of the given reaction. (1) Given the reactants [CH3:1][C@:2]12[CH2:21][CH2:20][C@H:19]3[C@@H:8]([CH2:9][CH2:10][C:11]4[C@:17]3([CH3:18])[CH2:16][CH2:15][C:13](=[O:14])[CH:12]=4)[C@@H:7]1[CH2:6][CH2:5][C:3]2=[O:4].C[C@@]12C(=[O:40])CC[C@H]1[C@H]1[C@@H](C3C=CC(O)=CC=3CC1)CC2, predict the reaction product. The product is: [CH3:1][C@@:2]12[C:3](=[O:4])[CH2:5][CH2:6][C@H:7]1[C@@H:8]1[CH2:9][CH2:10][C:11]3[C@@:17]([CH:18]=[O:40])([C@H:19]1[CH2:20][CH2:21]2)[CH2:16][CH2:15][C:13](=[O:14])[CH:12]=3. (2) Given the reactants [NH2:1][C:2]1[C:7](Br)=[CH:6][C:5]([CH3:9])=[CH:4][N:3]=1.[C:10]([C:12]1[CH:17]=[CH:16][CH:15]=[CH:14][CH:13]=1)#[CH:11].C(Cl)(Cl)Cl, predict the reaction product. The product is: [NH2:1][C:2]1[C:7]([C:11]#[C:10][C:12]2[CH:17]=[CH:16][CH:15]=[CH:14][CH:13]=2)=[CH:6][C:5]([CH3:9])=[CH:4][N:3]=1. (3) Given the reactants Cl[C:2]1[N:7]=[C:6]([N:8]2[C:12]3[CH:13]=[CH:14][CH:15]=[CH:16][C:11]=3[N:10]=[C:9]2[CH:17]([F:19])[F:18])[N:5]=[C:4]([N:20]2[CH2:25][CH2:24][O:23][CH2:22][CH2:21]2)[N:3]=1.[CH2:26]([N:32]1[CH2:37][CH2:36][NH:35][CH2:34][CH2:33]1)[CH2:27][CH2:28][CH2:29][CH2:30][CH3:31], predict the reaction product. The product is: [F:18][CH:17]([F:19])[C:9]1[N:8]([C:6]2[N:7]=[C:2]([N:35]3[CH2:36][CH2:37][N:32]([CH2:26][CH2:27][CH2:28][CH2:29][CH2:30][CH3:31])[CH2:33][CH2:34]3)[N:3]=[C:4]([N:20]3[CH2:25][CH2:24][O:23][CH2:22][CH2:21]3)[N:5]=2)[C:12]2[CH:13]=[CH:14][CH:15]=[CH:16][C:11]=2[N:10]=1. (4) Given the reactants [Cl:1][C:2]1[N:3]=[C:4]([NH:9][CH2:10][C:11]2[CH:16]=[CH:15][N:14]=[CH:13][CH:12]=2)[S:5][C:6]=1[CH:7]=[O:8].[C:17]([O:21][C:22](O[C:22]([O:21][C:17]([CH3:20])([CH3:19])[CH3:18])=[O:23])=[O:23])([CH3:20])([CH3:19])[CH3:18].C(N(CC)CC)C, predict the reaction product. The product is: [C:17]([O:21][C:22](=[O:23])[N:9]([C:4]1[S:5][C:6]([CH:7]=[O:8])=[C:2]([Cl:1])[N:3]=1)[CH2:10][C:11]1[CH:16]=[CH:15][N:14]=[CH:13][CH:12]=1)([CH3:20])([CH3:19])[CH3:18].